The task is: Predict which catalyst facilitates the given reaction.. This data is from Catalyst prediction with 721,799 reactions and 888 catalyst types from USPTO. (1) Reactant: [Cl:1][C:2]1[N:7]=[C:6]2[CH:8]=[C:9]([C:20]3[O:21][CH:22]=[CH:23][N:24]=3)[N:10](S(C3C=CC=CC=3)(=O)=O)[C:5]2=[CH:4][CH:3]=1.[OH-].[Na+]. Product: [Cl:1][C:2]1[N:7]=[C:6]2[CH:8]=[C:9]([C:20]3[O:21][CH:22]=[CH:23][N:24]=3)[NH:10][C:5]2=[CH:4][CH:3]=1. The catalyst class is: 636. (2) The catalyst class is: 2. Reactant: [CH3:1][C:2]1([CH3:10])[O:9][C:7](=[O:8])[CH2:6][C:4](=[O:5])O1.N1C=C[CH:14]=[CH:13][CH:12]=1.[C:17](Cl)(=O)C(C)C. Product: [CH3:12][CH:13]([CH3:14])[C:4](=[O:5])[CH2:6][C:7]([O:9][C:2]([CH3:1])([CH3:10])[CH3:17])=[O:8]. (3) Reactant: [Cl:1][C:2]1[CH:7]=[CH:6][N:5]=[CH:4][C:3]=1[N+:8]([O-])=O.[CH:11]([Mg]Br)=[CH2:12]. Product: [Cl:1][C:2]1[CH:7]=[CH:6][N:5]=[C:4]2[CH:11]=[CH:12][NH:8][C:3]=12. The catalyst class is: 1. (4) Product: [NH2:38][C:39]1[O:23][C:22]([C:21]2[C:20]([CH:27]3[CH2:30][CH2:29][CH2:28]3)=[CH:19][C:18]([CH2:31][CH3:32])=[C:17]([CH:26]=2)[C:15]([N:12]2[CH2:11][CH2:10][CH:9]([C:6]3[CH:5]=[CH:4][C:3]([C:1]#[N:2])=[CH:8][CH:7]=3)[CH2:14][CH2:13]2)=[O:16])=[N:24][N:25]=1. The catalyst class is: 12. Reactant: [C:1]([C:3]1[CH:8]=[CH:7][C:6]([CH:9]2[CH2:14][CH2:13][N:12]([C:15]([C:17]3[C:18]([CH2:31][CH3:32])=[CH:19][C:20]([CH:27]4[CH2:30][CH2:29][CH2:28]4)=[C:21]([CH:26]=3)[C:22]([NH:24][NH2:25])=[O:23])=[O:16])[CH2:11][CH2:10]2)=[CH:5][CH:4]=1)#[N:2].C(=O)(O)[O-].[Na+].[N:38]#[C:39]Br. (5) Reactant: [CH3:1][O:2][CH2:3][CH2:4][CH2:5][CH2:6][CH:7]([NH:20][C:21]1[CH:26]=[CH:25][C:24]([C:27]([N:29]([CH3:37])[CH2:30][CH2:31][C:32]([O:34]CC)=[O:33])=[O:28])=[CH:23][CH:22]=1)[C:8]1[O:9][C:10]2[CH:17]=[CH:16][C:15]([O:18][CH3:19])=[CH:14][C:11]=2[C:12]=1[CH3:13].O1CCCC1.[OH-].[Na+]. Product: [CH3:1][O:2][CH2:3][CH2:4][CH2:5][CH2:6][CH:7]([NH:20][C:21]1[CH:22]=[CH:23][C:24]([C:27]([N:29]([CH3:37])[CH2:30][CH2:31][C:32]([OH:34])=[O:33])=[O:28])=[CH:25][CH:26]=1)[C:8]1[O:9][C:10]2[CH:17]=[CH:16][C:15]([O:18][CH3:19])=[CH:14][C:11]=2[C:12]=1[CH3:13]. The catalyst class is: 8. (6) Reactant: O/[CH:2]=[C:3]1\[CH2:4][N:5]([C:10]([O:12][C:13]([CH3:16])([CH3:15])[CH3:14])=[O:11])[CH2:6][CH2:7][C:8]\1=O.[NH2:17][NH2:18].O. Product: [NH:17]1[C:8]2[CH2:7][CH2:6][N:5]([C:10]([O:12][C:13]([CH3:16])([CH3:15])[CH3:14])=[O:11])[CH2:4][C:3]=2[CH:2]=[N:18]1. The catalyst class is: 14.